Dataset: Peptide-MHC class II binding affinity with 134,281 pairs from IEDB. Task: Regression. Given a peptide amino acid sequence and an MHC pseudo amino acid sequence, predict their binding affinity value. This is MHC class II binding data. The peptide sequence is GELQIVCKIDAAFKI. The MHC is DRB3_0101 with pseudo-sequence DRB3_0101. The binding affinity (normalized) is 0.586.